From a dataset of Catalyst prediction with 721,799 reactions and 888 catalyst types from USPTO. Predict which catalyst facilitates the given reaction. (1) Reactant: [OH:1][C:2]1[CH:7]=[C:6]([CH3:8])[N:5]([CH2:9][C:10]2[CH:11]=[C:12]([CH:22]=[CH:23][CH:24]=2)[CH2:13][NH:14][C:15](=[O:21])[O:16][C:17]([CH3:20])([CH3:19])[CH3:18])[C:4](=[O:25])[C:3]=1I.CN(C=O)C.[Cl-:32].[Li+]. Product: [Cl:32][C:3]1[C:4](=[O:25])[N:5]([CH2:9][C:10]2[CH:11]=[C:12]([CH:22]=[CH:23][CH:24]=2)[CH2:13][NH:14][C:15](=[O:21])[O:16][C:17]([CH3:20])([CH3:19])[CH3:18])[C:6]([CH3:8])=[CH:7][C:2]=1[OH:1]. The catalyst class is: 6. (2) Reactant: [NH:1]1[CH2:5][CH2:4][CH:3]([CH2:6][N:7]2[C:15]3[C:10](=[CH:11][C:12]([C:16]4[CH:17]=[N:18][N:19]([CH:21]5[CH2:26][CH2:25][CH2:24][CH2:23][O:22]5)[CH:20]=4)=[CH:13][CH:14]=3)[CH:9]=[CH:8]2)[CH2:2]1.C(N(CC)CC)C.[C:34](Cl)(=[O:41])[C:35]1[CH:40]=[CH:39][CH:38]=[CH:37][CH:36]=1.CO.ClCCl. Product: [C:35]1([C:34]([N:1]2[CH2:5][CH2:4][CH:3]([CH2:6][N:7]3[C:15]4[C:10](=[CH:11][C:12]([C:16]5[CH:17]=[N:18][N:19]([CH:21]6[CH2:26][CH2:25][CH2:24][CH2:23][O:22]6)[CH:20]=5)=[CH:13][CH:14]=4)[CH:9]=[CH:8]3)[CH2:2]2)=[O:41])[CH:40]=[CH:39][CH:38]=[CH:37][CH:36]=1. The catalyst class is: 4. (3) Reactant: [Cl:1][C:2]1[C:3]([C:12]([OH:14])=[O:13])=[N:4][C:5]([CH:9]2[CH2:11][CH2:10]2)=[N:6][C:7]=1Cl.[NH3:15].Cl. Product: [NH2:15][C:7]1[N:6]=[C:5]([CH:9]2[CH2:11][CH2:10]2)[N:4]=[C:3]([C:12]([OH:14])=[O:13])[C:2]=1[Cl:1]. The catalyst class is: 6.